From a dataset of Catalyst prediction with 721,799 reactions and 888 catalyst types from USPTO. Predict which catalyst facilitates the given reaction. Reactant: [O:1]=[C:2]1[NH:6][C:5](=[O:7])[C:4](=[CH:8][C:9]2[CH:14]=[CH:13][C:12]([C:15]3[CH:20]=[CH:19][CH:18]=[C:17]([CH2:21][N:22]([CH3:33])[C:23](=[O:32])[CH2:24][CH2:25][C:26]4[CH:31]=[CH:30][CH:29]=[CH:28][CH:27]=4)[CH:16]=3)=[CH:11][CH:10]=2)[S:3]1. Product: [O:1]=[C:2]1[NH:6][C:5](=[O:7])[CH:4]([CH2:8][C:9]2[CH:14]=[CH:13][C:12]([C:15]3[CH:20]=[CH:19][CH:18]=[C:17]([CH2:21][N:22]([CH3:33])[C:23](=[O:32])[CH2:24][CH2:25][C:26]4[CH:27]=[CH:28][CH:29]=[CH:30][CH:31]=4)[CH:16]=3)=[CH:11][CH:10]=2)[S:3]1. The catalyst class is: 7.